Dataset: Catalyst prediction with 721,799 reactions and 888 catalyst types from USPTO. Task: Predict which catalyst facilitates the given reaction. Reactant: [S-:1][C:2]#[N:3].[NH4+].C(Cl)(=O)C1C=CC=CC=1.[CH3:14][O:15][C:16]1[C:21]([NH2:22])=[CH:20][CH:19]=[CH:18][N:17]=1.O. Product: [CH3:14][O:15][C:16]1[C:21]([NH:22][C:2]([NH2:3])=[S:1])=[CH:20][CH:19]=[CH:18][N:17]=1. The catalyst class is: 21.